This data is from Reaction yield outcomes from USPTO patents with 853,638 reactions. The task is: Predict the reaction yield, written as a fraction of the theoretical maximum amount of product (1.0 means a 100% yield; for example, 0.34 means a 34% yield). (1) The reactants are [NH2:1][C@@H:2]1[C:11]2[C:6](=[CH:7][CH:8]=[CH:9][CH:10]=2)[C@H:5]([OH:12])[CH2:4][CH2:3]1.[H-].[Na+].F[C:16]1[CH:17]=[CH:18][C:19]2[N:20]([C:22]([N:25]3[CH2:30][CH2:29][CH2:28][CH2:27][C@@H:26]3[CH3:31])=[N:23][N:24]=2)[CH:21]=1.N. The catalyst is CN(C=O)C.CO.C(Cl)Cl. The product is [CH3:31][C@H:26]1[CH2:27][CH2:28][CH2:29][CH2:30][N:25]1[C:22]1[N:20]2[CH:21]=[C:16]([O:12][C@H:5]3[C:6]4[C:11](=[CH:10][CH:9]=[CH:8][CH:7]=4)[C@@H:2]([NH2:1])[CH2:3][CH2:4]3)[CH:17]=[CH:18][C:19]2=[N:24][N:23]=1. The yield is 0.580. (2) The reactants are Cl[S:2]([C:5]1[CH:13]=[CH:12][C:8]([C:9]([OH:11])=[O:10])=[CH:7][CH:6]=1)(=[O:4])=[O:3].[NH2:14][C:15]1[CH:24]=[CH:23][C:18]([C:19]([O:21][CH3:22])=[O:20])=[C:17]([F:25])[CH:16]=1.N1C=CC=CC=1. The catalyst is C(Cl)Cl. The product is [F:25][C:17]1[CH:16]=[C:15]([NH:14][S:2]([C:5]2[CH:13]=[CH:12][C:8]([C:9]([OH:11])=[O:10])=[CH:7][CH:6]=2)(=[O:4])=[O:3])[CH:24]=[CH:23][C:18]=1[C:19]([O:21][CH3:22])=[O:20]. The yield is 0.240. (3) The reactants are [CH2:1]([C:3]1[NH:4][C:5](=[O:27])[C:6]([CH2:12][C:13]2[CH:18]=[CH:17][C:16]([C:19]3[C:20]([C:25]#[N:26])=[CH:21][CH:22]=[CH:23][CH:24]=3)=[CH:15][CH:14]=2)=[C:7]([CH2:9][CH2:10][CH3:11])[N:8]=1)[CH3:2].[C:28]1(B(O)O)[CH:33]=[CH:32][CH:31]=[CH:30][CH:29]=1.N1C=CC=CC=1.C(N(CC)CC)C. The product is [CH2:1]([C:3]1[N:4]([C:28]2[CH:33]=[CH:32][CH:31]=[CH:30][CH:29]=2)[C:5](=[O:27])[C:6]([CH2:12][C:13]2[CH:18]=[CH:17][C:16]([C:19]3[C:20]([C:25]#[N:26])=[CH:21][CH:22]=[CH:23][CH:24]=3)=[CH:15][CH:14]=2)=[C:7]([CH2:9][CH2:10][CH3:11])[N:8]=1)[CH3:2]. The yield is 1.00. The catalyst is C(OCC)(=O)C.C([O-])(=O)C.[Cu+2].C([O-])(=O)C.ClCCl. (4) The reactants are Cl.[CH2:2]([O:4][C:5](=[O:33])[C:6]([C:8]1[C:9]([C:22]2[CH:27]=[CH:26][C:25]([CH3:28])=[CH:24][C:23]=2[O:29][CH2:30][CH:31]=[CH2:32])=[C:10]2[C:17]3[CH2:18][CH2:19][CH2:20][CH2:21][C:16]=3[S:15][C:11]2=[N:12][C:13]=1[CH3:14])=[O:7])[CH3:3].[BH4-].[Na+]. The catalyst is C(O)C. The product is [CH2:2]([O:4][C:5](=[O:33])[CH:6]([C:8]1[C:9]([C:22]2[CH:27]=[CH:26][C:25]([CH3:28])=[CH:24][C:23]=2[O:29][CH2:30][CH:31]=[CH2:32])=[C:10]2[C:17]3[CH2:18][CH2:19][CH2:20][CH2:21][C:16]=3[S:15][C:11]2=[N:12][C:13]=1[CH3:14])[OH:7])[CH3:3]. The yield is 0.910.